The task is: Predict the product of the given reaction.. This data is from Forward reaction prediction with 1.9M reactions from USPTO patents (1976-2016). (1) Given the reactants [NH2:1][C:2]1[C:7]([C:8]([C:10]2[CH:15]=[C:14]([F:16])[CH:13]=[CH:12][C:11]=2[O:17][CH3:18])=[O:9])=[CH:6][N:5]=[C:4]([NH:19][CH:20]2[CH2:25][CH2:24][NH:23][CH2:22][CH2:21]2)[N:3]=1.[S:26]1[CH:30]=[C:29]([S:31](Cl)(=[O:33])=[O:32])[C:28]2[CH:35]=[CH:36][CH:37]=[CH:38][C:27]1=2, predict the reaction product. The product is: [NH2:1][C:2]1[C:7]([C:8]([C:10]2[CH:15]=[C:14]([F:16])[CH:13]=[CH:12][C:11]=2[O:17][CH3:18])=[O:9])=[CH:6][N:5]=[C:4]([NH:19][CH:20]2[CH2:21][CH2:22][N:23]([S:31]([C:29]3[C:28]4[CH:35]=[CH:36][CH:37]=[CH:38][C:27]=4[S:26][CH:30]=3)(=[O:32])=[O:33])[CH2:24][CH2:25]2)[N:3]=1. (2) Given the reactants Br[C:2]1[CH:7]=[CH:6][CH:5]=[C:4]([C:8]([F:11])([F:10])[F:9])[N:3]=1.[CH:12]1([C:15]2[N:16]=[CH:17][C:18]([O:21][CH:22]3[CH2:31][N:25]4[CH2:26][CH2:27][NH:28][C:29](=[O:30])[CH:24]4[CH2:23]3)=[N:19][CH:20]=2)[CH2:14][CH2:13]1.C1(P(C2C=CC=CC=2)C2C3OC4C(=CC=CC=4P(C4C=CC=CC=4)C4C=CC=CC=4)C(C)(C)C=3C=CC=2)C=CC=CC=1.C(=O)([O-])[O-].[Cs+].[Cs+], predict the reaction product. The product is: [CH:12]1([C:15]2[N:16]=[CH:17][C:18]([O:21][C@H:22]3[CH2:31][N:25]4[CH2:26][CH2:27][N:28]([C:2]5[CH:7]=[CH:6][CH:5]=[C:4]([C:8]([F:11])([F:10])[F:9])[N:3]=5)[C:29](=[O:30])[C@@H:24]4[CH2:23]3)=[N:19][CH:20]=2)[CH2:14][CH2:13]1. (3) Given the reactants C[C:2](N1CCOCC1)(C)[C:3]([C:5]1[CH:10]=[CH:9][C:8](SC)=[CH:7][CH:6]=1)=[O:4].C(C(N(C)C)(CC)[C:28](C1C=CC(N2CCOCC2)=CC=1)=[O:29])C1C=CC=CC=1.[B+3].[Ba+2].[F-].[F-].[F-].[F-].[F-].[Sr].[O:55]=[Si]=O, predict the reaction product. The product is: [CH3:28][O:29][C:2]([C:3](=[O:4])[C:5]1[CH:6]=[CH:7][CH:8]=[CH:9][CH:10]=1)=[O:55].